Regression. Given two drug SMILES strings and cell line genomic features, predict the synergy score measuring deviation from expected non-interaction effect. From a dataset of NCI-60 drug combinations with 297,098 pairs across 59 cell lines. (1) Drug 1: C1=CC=C(C=C1)NC(=O)CCCCCCC(=O)NO. Drug 2: C(=O)(N)NO. Cell line: EKVX. Synergy scores: CSS=-0.0310, Synergy_ZIP=2.71, Synergy_Bliss=0.670, Synergy_Loewe=2.13, Synergy_HSA=-1.77. (2) Drug 1: C1=NNC2=C1C(=O)NC=N2. Drug 2: C1CNP(=O)(OC1)N(CCCl)CCCl. Cell line: UACC-257. Synergy scores: CSS=-2.28, Synergy_ZIP=1.70, Synergy_Bliss=2.17, Synergy_Loewe=0.533, Synergy_HSA=-0.346.